This data is from Forward reaction prediction with 1.9M reactions from USPTO patents (1976-2016). The task is: Predict the product of the given reaction. (1) Given the reactants Cl[C:2]1[C:11]2[C:6](=[C:7]([O:14][CH3:15])[CH:8]=[C:9]([O:12][CH3:13])[CH:10]=2)[CH:5]=[N:4][N:3]=1.[NH2:16][CH:17]1[CH2:22][CH2:21][N:20]([CH2:23][C:24]2[CH:29]=[CH:28][CH:27]=[CH:26][CH:25]=2)[CH2:19][CH2:18]1, predict the reaction product. The product is: [CH2:23]([N:20]1[CH2:21][CH2:22][CH:17]([NH:16][C:2]2[C:11]3[C:6](=[C:7]([O:14][CH3:15])[CH:8]=[C:9]([O:12][CH3:13])[CH:10]=3)[CH:5]=[N:4][N:3]=2)[CH2:18][CH2:19]1)[C:24]1[CH:25]=[CH:26][CH:27]=[CH:28][CH:29]=1. (2) Given the reactants [N+:1]([C:4]1[CH:5]=[CH:6][CH:7]=[C:8]2[C:12]=1[NH:11][C:10]([C:13]([OH:15])=O)=[CH:9]2)([O-:3])=[O:2].[NH2:16][C@@H:17]([CH2:26][S:27][CH2:28][C:29]1[CH:34]=[CH:33][C:32]([O:35][CH3:36])=[CH:31][CH:30]=1)[CH2:18][O:19][C:20](=[O:25])[C:21]([CH3:24])([CH3:23])[CH3:22].C(Cl)CCl.C1C=CC2N(O)N=NC=2C=1.C(=O)(O)[O-].[Na+], predict the reaction product. The product is: [CH3:36][O:35][C:32]1[CH:31]=[CH:30][C:29]([CH2:28][S:27][CH2:26][C@H:17]([NH:16][C:13]([C:10]2[NH:11][C:12]3[C:8]([CH:9]=2)=[CH:7][CH:6]=[CH:5][C:4]=3[N+:1]([O-:3])=[O:2])=[O:15])[CH2:18][O:19][C:20](=[O:25])[C:21]([CH3:24])([CH3:23])[CH3:22])=[CH:34][CH:33]=1. (3) Given the reactants [CH3:1][O:2][C:3]1[CH:33]=[CH:32][C:31]([O:34][CH3:35])=[CH:30][C:4]=1[CH2:5][CH:6]1[C:15]2[C:10](=[C:11]([O:18][CH3:19])[CH:12]=[CH:13][C:14]=2[O:16][CH3:17])[CH2:9][CH2:8][N:7]1[CH:20]([C:24]1[CH:29]=[CH:28][CH:27]=[CH:26][CH:25]=1)[C:21]([OH:23])=O.[Br-].[NH4+:37], predict the reaction product. The product is: [CH3:1][O:2][C:3]1[CH:33]=[CH:32][C:31]([O:34][CH3:35])=[CH:30][C:4]=1[CH2:5][CH:6]1[C:15]2[C:10](=[C:11]([O:18][CH3:19])[CH:12]=[CH:13][C:14]=2[O:16][CH3:17])[CH2:9][CH2:8][N:7]1[CH:20]([C:24]1[CH:25]=[CH:26][CH:27]=[CH:28][CH:29]=1)[C:21]([NH2:37])=[O:23]. (4) The product is: [CH:6]([C:9]1[C:14]2[O:15][C:16]3[C:21]([B:22]([OH:25])[OH:23])=[CH:20][CH:19]=[CH:18][C:17]=3[C:13]=2[CH:12]=[CH:11][CH:10]=1)([CH3:8])[CH3:7]. Given the reactants C([Li])CCC.[CH:6]([C:9]1[C:14]2[O:15][C:16]3[CH:21]=[CH:20][CH:19]=[CH:18][C:17]=3[C:13]=2[CH:12]=[CH:11][CH:10]=1)([CH3:8])[CH3:7].[B:22](OC)([O:25]C)[O:23]C.[NH4+].[OH-], predict the reaction product. (5) The product is: [CH2:1]([O:8][C:9](=[O:19])[CH:10]([O:17][NH:18][C:25]([O:24][C:21]([CH3:23])([CH3:22])[CH3:20])=[O:26])[C:11]1[CH:16]=[CH:15][CH:14]=[CH:13][CH:12]=1)[C:2]1[CH:3]=[CH:4][CH:5]=[CH:6][CH:7]=1. Given the reactants [CH2:1]([O:8][C:9](=[O:19])[CH:10]([O:17][NH2:18])[C:11]1[CH:16]=[CH:15][CH:14]=[CH:13][CH:12]=1)[C:2]1[CH:7]=[CH:6][CH:5]=[CH:4][CH:3]=1.[CH3:20][C:21]([O:24][C:25](O[C:25]([O:24][C:21]([CH3:23])([CH3:22])[CH3:20])=[O:26])=[O:26])([CH3:23])[CH3:22], predict the reaction product. (6) Given the reactants [F:1][C:2]1[CH:8]=[CH:7][C:6]([F:9])=[CH:5][C:3]=1[NH2:4].Cl.[Cl:11][CH2:12][CH2:13][NH:14][CH2:15][CH2:16]Cl.[OH-].[Na+], predict the reaction product. The product is: [ClH:11].[F:1][C:2]1[CH:8]=[CH:7][C:6]([F:9])=[CH:5][C:3]=1[N:4]1[CH2:16][CH2:15][NH:14][CH2:13][CH2:12]1.